From a dataset of Reaction yield outcomes from USPTO patents with 853,638 reactions. Predict the reaction yield, written as a fraction of the theoretical maximum amount of product (1.0 means a 100% yield; for example, 0.34 means a 34% yield). (1) The reactants are CN(C(ON1N=[N:16][C:11]2[CH:12]=CC=N[C:10]1=2)=[N+](C)C)C.F[P-](F)(F)(F)(F)F.CC(N)C.[F:29][CH:30]([F:62])[O:31][C:32]1[CH:33]=[C:34]2[C:38](=[CH:39][CH:40]=1)[N:37]([CH3:41])[N:36]=[C:35]2[C:42]1[N:43]=[C:44]2[C:50]([C:51]([OH:53])=O)=[CH:49][N:48]([CH2:54][O:55][CH2:56][CH2:57][Si:58]([CH3:61])([CH3:60])[CH3:59])[C:45]2=[N:46][CH:47]=1. The catalyst is CN(C=O)C. The product is [F:62][CH:30]([F:29])[O:31][C:32]1[CH:33]=[C:34]2[C:38](=[CH:39][CH:40]=1)[N:37]([CH3:41])[N:36]=[C:35]2[C:42]1[N:43]=[C:44]2[C:50]([C:51]([NH:16][CH:11]([CH3:12])[CH3:10])=[O:53])=[CH:49][N:48]([CH2:54][O:55][CH2:56][CH2:57][Si:58]([CH3:59])([CH3:60])[CH3:61])[C:45]2=[N:46][CH:47]=1. The yield is 1.00. (2) The reactants are [CH3:1][O:2][C:3]1[CH:4]=[C:5]([S:10][CH2:11][C@@H:12]2[C@:21]3([CH3:22])[C@H:16]([C:17]([CH3:24])([CH3:23])[CH2:18][CH2:19][CH2:20]3)[CH2:15][CH2:14][C@@:13]2([CH3:26])O)[CH:6]=[C:7]([CH3:9])[CH:8]=1.Cl[Sn](Cl)(Cl)Cl.O. The catalyst is C(Cl)Cl. The product is [CH3:1][O:2][C:3]1[CH:8]=[C:7]([CH3:9])[CH:6]=[C:5]2[C:4]=1[C@@:13]1([CH3:26])[C@H:12]([CH2:11][S:10]2)[C@:21]2([CH3:22])[C@H:16]([C:17]([CH3:24])([CH3:23])[CH2:18][CH2:19][CH2:20]2)[CH2:15][CH2:14]1. The yield is 0.550. (3) The reactants are [NH2:1][C:2]1[C:10]([CH3:11])=[C:9]([O:12][CH3:13])[CH:8]=[CH:7][C:3]=1[C:4]([NH2:6])=[O:5].[C:14](N)(=O)[C:15]1C=CC=C[CH:16]=1.C(Cl)(=O)C. No catalyst specified. The product is [CH3:13][O:12][C:9]1[C:10]([CH3:11])=[C:2]2[C:3]([C:4]([OH:5])=[N:6][C:14]([CH2:15][CH3:16])=[N:1]2)=[CH:7][CH:8]=1. The yield is 1.00. (4) The yield is 0.370. The product is [Cl:11][C:9]1[CH:8]=[N:7][C:6]2[N:12]=[CH:18][N:19]=[C:4]([OH:3])[C:5]=2[CH:10]=1. The catalyst is C(OCCO)C. The reactants are C([O:3][C:4](=O)[C:5]1[CH:10]=[C:9]([Cl:11])[CH:8]=[N:7][C:6]=1[NH2:12])C.C(O)(=O)C.[CH:18](N)=[NH:19]. (5) The reactants are [CH3:1][N:2]([C:13]1[CH:18]=[CH:17][C:16]([CH2:19][CH2:20][CH2:21][CH2:22][CH2:23][CH2:24][CH2:25][CH3:26])=[CH:15][CH:14]=1)[C:3](=[O:12])[NH:4][CH2:5][CH2:6][C:7]([O:9]CC)=[O:8].C(C1C=CC(NC(=O)NCCC(OCC)=O)=CC=1)CCCCCCC. No catalyst specified. The product is [CH3:1][N:2]([C:13]1[CH:14]=[CH:15][C:16]([CH2:19][CH2:20][CH2:21][CH2:22][CH2:23][CH2:24][CH2:25][CH3:26])=[CH:17][CH:18]=1)[C:3](=[O:12])[NH:4][CH2:5][CH2:6][C:7]([OH:9])=[O:8]. The yield is 0.840. (6) The reactants are C(N(CC)CC)C.Br[C:9]1[CH:10]=[C:11]([CH:20]=[C:21]([Cl:23])[CH:22]=1)[CH2:12][O:13][C:14]1[CH:15]=[N:16][CH:17]=[CH:18][CH:19]=1.[CH:24]([C:26]1[CH:31]=[CH:30][C:29]([N:32]2[CH2:37][CH2:36][N:35]([C:38](=[O:40])[CH3:39])[CH2:34][CH2:33]2)=[CH:28][CH:27]=1)=[CH2:25].C1C=CC(P(C2C=CC=CC=2)C2C=CC=CC=2)=CC=1. The catalyst is C(#N)C.CC([O-])=O.CC([O-])=O.[Pd+2]. The product is [Cl:23][C:21]1[CH:22]=[C:9]([CH:10]=[C:11]([CH2:12][O:13][C:14]2[CH:15]=[N:16][CH:17]=[CH:18][CH:19]=2)[CH:20]=1)/[CH:25]=[CH:24]/[C:26]1[CH:27]=[CH:28][C:29]([N:32]2[CH2:33][CH2:34][N:35]([C:38](=[O:40])[CH3:39])[CH2:36][CH2:37]2)=[CH:30][CH:31]=1. The yield is 0.110.